Dataset: Peptide-MHC class I binding affinity with 185,985 pairs from IEDB/IMGT. Task: Regression. Given a peptide amino acid sequence and an MHC pseudo amino acid sequence, predict their binding affinity value. This is MHC class I binding data. (1) The peptide sequence is RVFPGDHFY. The MHC is HLA-A11:01 with pseudo-sequence HLA-A11:01. The binding affinity (normalized) is 0.628. (2) The peptide sequence is FLDDASNSA. The MHC is HLA-B08:01 with pseudo-sequence HLA-B08:01. The binding affinity (normalized) is 0.0847.